From a dataset of Forward reaction prediction with 1.9M reactions from USPTO patents (1976-2016). Predict the product of the given reaction. (1) The product is: [CH3:1][O:2][C:3]1[C:8]([O:9][CH3:10])=[CH:7][CH:6]=[CH:5][C:4]=1[CH2:11][C:12]1[N:21]([C:15]2[CH:16]=[CH:17][CH:18]=[CH:19][CH:20]=2)[C:22](=[S:25])[NH:23][N:24]=1. Given the reactants [CH3:1][O:2][C:3]1[C:8]([O:9][CH3:10])=[CH:7][CH:6]=[CH:5][C:4]=1[CH2:11][C:12](O)=O.[C:15]1([NH:21][C:22](=[S:25])[NH:23][NH2:24])[CH:20]=[CH:19][CH:18]=[CH:17][CH:16]=1, predict the reaction product. (2) Given the reactants Br[C:2]1[N:3]=[C:4]([N:7]2[CH2:12][C@H:11]([CH3:13])[O:10][C@H:9]([CH3:14])[CH2:8]2)[S:5][CH:6]=1.C1(P(C2C=CC=CC=2)C2C=CC=CC=2)C=CC=CC=1.[C:34](#[N:36])C, predict the reaction product. The product is: [CH3:14][C@H:9]1[O:10][C@@H:11]([CH3:13])[CH2:12][N:7]([C:4]2[S:5][CH:6]=[C:2]([C:34]#[N:36])[N:3]=2)[CH2:8]1. (3) Given the reactants [CH3:1][O:2][C:3](=[O:15])[C:4]1[C:9]([O:10][CH3:11])=[CH:8][CH:7]=[C:6]([NH2:12])[C:5]=1[O:13][CH3:14].C(N(CC)CC)C.[F:23][C:24]([F:35])([F:34])[C:25](O[C:25](=[O:26])[C:24]([F:35])([F:34])[F:23])=[O:26].O, predict the reaction product. The product is: [CH3:1][O:2][C:3](=[O:15])[C:4]1[C:9]([O:10][CH3:11])=[CH:8][CH:7]=[C:6]([NH:12][C:25](=[O:26])[C:24]([F:35])([F:34])[F:23])[C:5]=1[O:13][CH3:14]. (4) Given the reactants CS[C:3]1[N:4]=[CH:5][C:6]2[C:12](=[O:13])[NH:11][CH:10]=[CH:9][C:7]=2[N:8]=1.[Cl:14][C:15]1[CH:22]=[CH:21][CH:20]=[CH:19][C:16]=1[CH2:17][NH2:18], predict the reaction product. The product is: [Cl:14][C:15]1[CH:22]=[CH:21][CH:20]=[CH:19][C:16]=1[CH2:17][NH:18][C:3]1[N:4]=[CH:5][C:6]2[C:12](=[O:13])[NH:11][CH:10]=[CH:9][C:7]=2[N:8]=1. (5) Given the reactants [Cl:1][C:2]1[CH:3]=[C:4]([NH:9][C:10]2[N:15]=[C:14]([N:16]3[CH:20]=[CH:19][C:18]([C:21]([F:24])([F:23])[F:22])=[N:17]3)[C:13](B(O)O)=[CH:12][N:11]=2)[CH:5]=[CH:6][C:7]=1[F:8].Cl[C:29]1[N:34]=[C:33]([C:35]([O:37]C)=[O:36])[CH:32]=[C:31]([CH3:39])[N:30]=1.C([O-])([O-])=O.[K+].[K+].O1CCOCC1, predict the reaction product. The product is: [Cl:1][C:2]1[CH:3]=[C:4]([NH:9][C:10]2[N:15]=[C:14]([N:16]3[CH:20]=[CH:19][C:18]([C:21]([F:24])([F:23])[F:22])=[N:17]3)[C:13]([C:29]3[N:34]=[C:33]([C:35]([OH:37])=[O:36])[CH:32]=[C:31]([CH3:39])[N:30]=3)=[CH:12][N:11]=2)[CH:5]=[CH:6][C:7]=1[F:8]. (6) Given the reactants [F:1][C:2]1[CH:3]=[C:4]([CH:41]=[C:42]([F:69])[C:43]=1[C:44](=[O:68])[NH:45][C@H:46]([C:65]([OH:67])=[O:66])[CH2:47][C:48]1[CH:53]=[CH:52][C:51]([C:54]2[C:55](=[O:64])[N:56]([CH3:63])[C:57](=[O:62])[N:58]([CH3:61])[C:59]=2[CH3:60])=[CH:50][CH:49]=1)[CH2:5][NH:6][CH2:7][C:8]1[CH:38]=[C:37]([F:39])[C:11]([C:12]([NH:14][C@@H:15]([CH2:19][C:20]2[CH:25]=[CH:24][C:23]([C:26]3[C:27](=[O:36])[N:28]([CH3:35])[C:29](=[O:34])[N:30]([CH3:33])[C:31]=3[CH3:32])=[CH:22][CH:21]=2)[C:16](O)=[O:17])=[O:13])=[C:10]([F:40])[CH:9]=1.[CH3:70][OH:71].[CH3:72][Si](Cl)(C)C, predict the reaction product. The product is: [CH3:70][O:71][C:16](=[O:17])[C@@H:15]([NH:14][C:12](=[O:13])[C:11]1[C:37]([F:39])=[CH:38][C:8]([CH2:7][NH:6][CH2:5][C:4]2[CH:3]=[C:2]([F:1])[C:43]([C:44](=[O:68])[NH:45][C@H:46]([C:65]([O:67][CH3:72])=[O:66])[CH2:47][C:48]3[CH:49]=[CH:50][C:51]([C:54]4[C:55](=[O:64])[N:56]([CH3:63])[C:57](=[O:62])[N:58]([CH3:61])[C:59]=4[CH3:60])=[CH:52][CH:53]=3)=[C:42]([F:69])[CH:41]=2)=[CH:9][C:10]=1[F:40])[CH2:19][C:20]1[CH:21]=[CH:22][C:23]([C:26]2[C:27](=[O:36])[N:28]([CH3:35])[C:29](=[O:34])[N:30]([CH3:33])[C:31]=2[CH3:32])=[CH:24][CH:25]=1. (7) Given the reactants [C:1]([C:5]1[CH:6]=[C:7]([CH:31]=[CH:32][CH:33]=1)[O:8][CH:9]([CH3:30])[C:10]([NH:12][C:13]1[CH:18]=[CH:17][C:16]([CH:19]([CH:23](C(O)=O)[C:24]([OH:26])=[O:25])[C:20]#[C:21][CH3:22])=[CH:15][CH:14]=1)=[O:11])([CH3:4])([CH3:3])[CH3:2], predict the reaction product. The product is: [C:1]([C:5]1[CH:6]=[C:7]([CH:31]=[CH:32][CH:33]=1)[O:8][CH:9]([CH3:30])[C:10]([NH:12][C:13]1[CH:14]=[CH:15][C:16]([CH:19]([C:20]#[C:21][CH3:22])[CH2:23][C:24]([OH:26])=[O:25])=[CH:17][CH:18]=1)=[O:11])([CH3:2])([CH3:3])[CH3:4].